Dataset: Forward reaction prediction with 1.9M reactions from USPTO patents (1976-2016). Task: Predict the product of the given reaction. Given the reactants [N+:1]([C:4]1[CH:12]=[CH:11][C:7]([C:8]([OH:10])=[O:9])=[CH:6][CH:5]=1)([O-:3])=[O:2].[C:13]([O:17][CH3:18])(=[O:16])[C:14]#[CH:15].CN1CCOCC1, predict the reaction product. The product is: [N+:1]([C:4]1[CH:5]=[CH:6][C:7]([C:8]([O:10][CH:15]=[CH:14][C:13]([O:17][CH3:18])=[O:16])=[O:9])=[CH:11][CH:12]=1)([O-:3])=[O:2].